From a dataset of Forward reaction prediction with 1.9M reactions from USPTO patents (1976-2016). Predict the product of the given reaction. (1) Given the reactants CC(O)=O.[NH2:5][C@H:6]([CH3:9])[CH2:7][OH:8].[CH:10](=O)[C:11]1[CH:16]=[CH:15][CH:14]=[CH:13][CH:12]=1.[BH3-]C#N.[Na+], predict the reaction product. The product is: [CH2:10]([NH:5][C@H:6]([CH3:9])[CH2:7][OH:8])[C:11]1[CH:16]=[CH:15][CH:14]=[CH:13][CH:12]=1. (2) Given the reactants [Cl:1][C:2]1[CH:7]=[CH:6][CH:5]=[C:4]([Cl:8])[C:3]=1[C:9]1[CH:13]=[C:12]([C:14]2[CH:19]=[CH:18][C:17](N)=[CH:16][N:15]=2)[O:11][N:10]=1.[C:21]([C:25]1[CH:37]=[CH:36][C:28]([C:29]([O:31][C:32]([CH3:35])([CH3:34])[CH3:33])=[O:30])=[CH:27][CH:26]=1)(=[O:24])[CH:22]=[CH2:23].C([N:40](CC)CC)C, predict the reaction product. The product is: [Cl:8][C:4]1[CH:5]=[CH:6][CH:7]=[C:2]([Cl:1])[C:3]=1[C:9]1[CH:13]=[C:12]([C:14]2[CH:19]=[C:18]([NH:40][CH2:23][CH2:22][C:21]([C:25]3[CH:37]=[CH:36][C:28]([C:29]([O:31][C:32]([CH3:33])([CH3:35])[CH3:34])=[O:30])=[CH:27][CH:26]=3)=[O:24])[CH:17]=[CH:16][N:15]=2)[O:11][N:10]=1. (3) The product is: [CH3:17][C:12]1([CH3:18])[C:13]([CH3:16])([CH3:15])[O:14][B:10]([C:8]2[NH:7][C:6]3[C:2]4([CH2:21][CH2:1]4)[NH:3][C:4](=[O:19])[C:5]=3[CH:9]=2)[O:11]1. Given the reactants [CH3:1][C@@H:2]1[C:6]2[NH:7][C:8]([B:10]3[O:14][C:13]([CH3:16])([CH3:15])[C:12]([CH3:18])([CH3:17])[O:11]3)=[CH:9][C:5]=2[C:4](=[O:19])[NH:3]1.N1C=CC2C(=O)NC3(CC3)[C:21]1=2, predict the reaction product. (4) The product is: [Br:1][C:2]1[C:3]([C:29]2[CH:34]=[CH:33][CH:32]=[C:31]([CH3:35])[C:30]=2[CH3:36])=[N:4][O:5][C:6]=1[C@@H:7]1[C@:12]([C:14]2[CH:19]=[CH:18][C:17]([F:20])=[C:16]([F:21])[CH:15]=2)([OH:13])[CH2:11][CH2:10][NH:9][CH2:8]1. Given the reactants [Br:1][C:2]1[C:3]([C:29]2[CH:34]=[CH:33][CH:32]=[C:31]([CH3:35])[C:30]=2[CH3:36])=[N:4][O:5][C:6]=1[C@@H:7]1[C@:12]([C:14]2[CH:19]=[CH:18][C:17]([F:20])=[C:16]([F:21])[CH:15]=2)([OH:13])[CH2:11][CH2:10][N:9](C(OC(C)(C)C)=O)[CH2:8]1.Cl.O1CCOCC1, predict the reaction product. (5) Given the reactants [F:1][C:2]1[CH:28]=[C:27]([F:29])[CH:26]=[CH:25][C:3]=1[CH2:4][O:5][C:6]1[CH:11]=[C:10]([CH3:12])[N:9]([C:13]2[CH:14]=[C:15]([CH:20]=[CH:21][C:22]=2[CH3:23])[C:16]([O:18][CH3:19])=[O:17])[C:8](=[O:24])[CH:7]=1.[Br:30]N1C(=O)CCC1=O, predict the reaction product. The product is: [Br:30][C:7]1[C:8](=[O:24])[N:9]([C:13]2[CH:14]=[C:15]([CH:20]=[CH:21][C:22]=2[CH3:23])[C:16]([O:18][CH3:19])=[O:17])[C:10]([CH3:12])=[CH:11][C:6]=1[O:5][CH2:4][C:3]1[CH:25]=[CH:26][C:27]([F:29])=[CH:28][C:2]=1[F:1]. (6) The product is: [Cl:15][C:16]1[C:17]([CH3:42])=[C:18]([CH:28]2[CH2:31][N:30]([C:32]([O:34][CH2:35][C:36]3[CH:41]=[CH:40][CH:39]=[CH:38][CH:37]=3)=[O:33])[CH2:29]2)[C:19]([O:25][CH2:26][CH3:27])=[C:20]([CH:22]([Cl:3])[CH3:23])[CH:21]=1. Given the reactants N1C(Cl)=NC(Cl)=NC=1[Cl:3].CN(C)C=O.[Cl:15][C:16]1[C:17]([CH3:42])=[C:18]([CH:28]2[CH2:31][N:30]([C:32]([O:34][CH2:35][C:36]3[CH:41]=[CH:40][CH:39]=[CH:38][CH:37]=3)=[O:33])[CH2:29]2)[C:19]([O:25][CH2:26][CH3:27])=[C:20]([CH:22](O)[CH3:23])[CH:21]=1.O, predict the reaction product. (7) Given the reactants [NH2:1][C:2]1[NH:10][C:9]2[N:8]([C@@H:11]3[O:26][C@H:25]([CH2:27][O:28]CC4C=CC(Cl)=CC=4Cl)[C@@H:14]([O:15]CC4C=CC(Cl)=CC=4Cl)[C@@:12]3([CH2:38][F:39])[OH:13])[CH:7]=[N:6][C:5]=2[C:4](=[O:40])[N:3]=1, predict the reaction product. The product is: [NH2:1][C:2]1[NH:10][C:9]2[N:8]([C@@H:11]3[O:26][C@H:25]([CH2:27][OH:28])[C@@H:14]([OH:15])[C@@:12]3([CH2:38][F:39])[OH:13])[CH:7]=[N:6][C:5]=2[C:4](=[O:40])[N:3]=1.